From a dataset of TCR-epitope binding with 47,182 pairs between 192 epitopes and 23,139 TCRs. Binary Classification. Given a T-cell receptor sequence (or CDR3 region) and an epitope sequence, predict whether binding occurs between them. (1) The epitope is AVFDRKSDAK. The TCR CDR3 sequence is CASSLVTSGGTDTQYF. Result: 0 (the TCR does not bind to the epitope). (2) The TCR CDR3 sequence is CASSKAHPWGGSFPRSYNEQFF. Result: 0 (the TCR does not bind to the epitope). The epitope is VSFIEFVGW. (3) The epitope is FTISVTTEIL. The TCR CDR3 sequence is CASSSEQGESADTQYF. Result: 1 (the TCR binds to the epitope). (4) The epitope is KLNVGDYFV. The TCR CDR3 sequence is CASSRPSGWGLENEQFF. Result: 1 (the TCR binds to the epitope). (5) The epitope is FPPTSFGPL. The TCR CDR3 sequence is CASSWGGETEAFF. Result: 1 (the TCR binds to the epitope). (6) The epitope is ELAGIGILTV. The TCR CDR3 sequence is CASSATSRDTGELFF. Result: 0 (the TCR does not bind to the epitope). (7) The epitope is VVYRGTTTY. The TCR CDR3 sequence is CASSSGGNEQFF. Result: 1 (the TCR binds to the epitope). (8) The epitope is IQYIDIGNY. The TCR CDR3 sequence is CASSQDSTTNYGYTF. Result: 0 (the TCR does not bind to the epitope). (9) The epitope is YLQPRTFLL. The TCR CDR3 sequence is CASMDQNTGELFF. Result: 1 (the TCR binds to the epitope).